This data is from Forward reaction prediction with 1.9M reactions from USPTO patents (1976-2016). The task is: Predict the product of the given reaction. (1) Given the reactants [CH3:1][C:2]([C:5]1[C:10]([O:11][CH2:12][C:13]2[N:14](CC)[N:15]=[CH:16][N:17]=2)=[N:9][N:8]2[C:20]([C:23]3[C:28]([F:29])=[CH:27][CH:26]=[C:25]([F:30])[C:24]=3[F:31])=[N:21][N:22]=[C:7]2[CH:6]=1)([CH3:4])[CH3:3].[CH3:32]N1C=NC(CO)=N1.C(=O)([O-])[O-].[Cs+].[Cs+], predict the reaction product. The product is: [CH3:3][C:2]([C:5]1[C:10]([O:11][CH2:12][C:13]2[N:17]=[CH:16][N:15]([CH3:32])[N:14]=2)=[N:9][N:8]2[C:20]([C:23]3[C:28]([F:29])=[CH:27][CH:26]=[C:25]([F:30])[C:24]=3[F:31])=[N:21][N:22]=[C:7]2[CH:6]=1)([CH3:1])[CH3:4]. (2) Given the reactants [C:1]1([CH3:12])[CH:6]=[CH:5][C:4]([O:7][CH2:8][C:9]([OH:11])=O)=[CH:3][CH:2]=1.[NH2:13][CH2:14][CH:15]([OH:27])[CH2:16][N:17]1[CH2:26][CH2:25][C:24]2[C:19](=[CH:20][CH:21]=[CH:22][CH:23]=2)[CH2:18]1.C1N(P(Cl)(N2C(=O)OCC2)=O)C(=O)OC1.CCN(C(C)C)C(C)C, predict the reaction product. The product is: [CH2:18]1[C:19]2[C:24](=[CH:23][CH:22]=[CH:21][CH:20]=2)[CH2:25][CH2:26][N:17]1[CH2:16][CH:15]([OH:27])[CH2:14][NH:13][C:9](=[O:11])[CH2:8][O:7][C:4]1[CH:3]=[CH:2][C:1]([CH3:12])=[CH:6][CH:5]=1.